This data is from Reaction yield outcomes from USPTO patents with 853,638 reactions. The task is: Predict the reaction yield, written as a fraction of the theoretical maximum amount of product (1.0 means a 100% yield; for example, 0.34 means a 34% yield). (1) The reactants are [Br:1][C:2]1[CH:11]=[C:10]2[C:5]([CH2:6][CH2:7][C:8](=[O:12])[NH:9]2)=[N:4][CH:3]=1.C(=O)([O-])[O-].[Cs+].[Cs+].[CH2:19](Br)[C:20]1[CH:25]=[CH:24][CH:23]=[CH:22][CH:21]=1. The catalyst is CN(C)C=O.C(OCC)(=O)C. The product is [CH2:19]([N:9]1[C:10]2[C:5](=[N:4][CH:3]=[C:2]([Br:1])[CH:11]=2)[CH2:6][CH2:7][C:8]1=[O:12])[C:20]1[CH:25]=[CH:24][CH:23]=[CH:22][CH:21]=1. The yield is 0.390. (2) The reactants are [Cl-].[Al+3].[Cl-].[Cl-].[C:5](Cl)(=[O:7])[CH3:6].[CH2:9]1[C:20]2=[C:21]3[C:16](=[CH:17][CH:18]=[CH:19]2)[CH2:15][CH2:14][CH2:13][CH:12]3[CH2:11][CH2:10]1. The catalyst is C(=S)=S. The product is [C:19]1([C:5](=[O:7])[CH3:6])[C:20]2=[C:21]3[CH:12]([CH2:11][CH2:10][CH2:9]2)[CH2:13][CH2:14][CH2:15][C:16]3=[CH:17][CH:18]=1. The yield is 0.450. (3) The reactants are C1(S([N:10]2[C:14]3=[N:15][C:16]([O:19][CH3:20])=[CH:17][CH:18]=[C:13]3[CH:12]=[C:11]2[C:21]([C:28]2[CH:33]=[CH:32][C:31]([S:34]([CH3:37])(=[O:36])=[O:35])=[CH:30][CH:29]=2)=[CH:22][CH:23]2[CH2:27][CH2:26][CH2:25][CH2:24]2)(=O)=O)C=CC=CC=1.[F-].C([N+](CCCC)(CCCC)CCCC)CCC.O1CCCC1. The catalyst is [Cl-].[Na+].O. The product is [CH:23]1([CH:22]=[C:21]([C:11]2[NH:10][C:14]3=[N:15][C:16]([O:19][CH3:20])=[CH:17][CH:18]=[C:13]3[CH:12]=2)[C:28]2[CH:29]=[CH:30][C:31]([S:34]([CH3:37])(=[O:36])=[O:35])=[CH:32][CH:33]=2)[CH2:27][CH2:26][CH2:25][CH2:24]1. The yield is 1.00. (4) The reactants are [F:1][C:2]1[CH:3]=[C:4]2[C:9](=[CH:10][CH:11]=1)[N:8]=[CH:7][CH:6]=[C:5]2[N:12]1[CH2:17][CH2:16][N:15](C(OC(C)(C)C)=O)[CH2:14][CH2:13]1.Cl. The catalyst is O1CCOCC1. The product is [F:1][C:2]1[CH:3]=[C:4]2[C:9](=[CH:10][CH:11]=1)[N:8]=[CH:7][CH:6]=[C:5]2[N:12]1[CH2:13][CH2:14][NH:15][CH2:16][CH2:17]1. The yield is 0.790. (5) The reactants are [Cl:1][CH2:2][CH2:3][CH2:4][O:5][C:6]1[C:7]([O:19][CH3:20])=[CH:8][C:9]([C:17]#[N:18])=[C:10]([N:12]=[CH:13][N:14](C)C)[CH:11]=1.N[C:22]1[NH:26][N:25]=[C:24]([CH2:27][C:28]([O:30][CH3:31])=[O:29])[CH:23]=1. The catalyst is C(O)(=O)C. The product is [Cl:1][CH2:2][CH2:3][CH2:4][O:5][C:6]1[CH:11]=[C:10]2[C:9]([C:17]([NH:18][C:22]3[NH:26][N:25]=[C:24]([CH2:27][C:28]([O:30][CH3:31])=[O:29])[CH:23]=3)=[N:14][CH:13]=[N:12]2)=[CH:8][C:7]=1[O:19][CH3:20]. The yield is 0.690. (6) The reactants are Br[CH:2]([CH3:12])[C:3]([C:5]1[CH:10]=[CH:9][CH:8]=[C:7]([Cl:11])[CH:6]=1)=[O:4].[NH2:13][C:14]([CH3:18])([CH3:17])[CH2:15][OH:16]. The catalyst is CO. The product is [Cl:11][C:7]1[CH:6]=[C:5]([C@@:3]2([OH:4])[O:16][CH2:15][C:14]([CH3:18])([CH3:17])[NH:13][C@@H:2]2[CH3:12])[CH:10]=[CH:9][CH:8]=1. The yield is 0.750. (7) The catalyst is C(Cl)Cl. The product is [F:1][C:2]1[CH:10]=[CH:9][C:5]([C:6]([NH:11][C:12]2[CH:13]=[C:14]([CH:30]=[CH:31][CH:32]=2)[CH2:15][NH:16][C:17]2[C:26]3[C:21](=[C:22]([C:27]([NH2:29])=[O:28])[CH:23]=[CH:24][CH:25]=3)[N:20]=[CH:19][N:18]=2)=[O:7])=[CH:4][CH:3]=1. The yield is 0.770. The reactants are [F:1][C:2]1[CH:10]=[CH:9][C:5]([C:6](Cl)=[O:7])=[CH:4][CH:3]=1.[NH2:11][C:12]1[CH:13]=[C:14]([CH:30]=[CH:31][CH:32]=1)[CH2:15][NH:16][C:17]1[C:26]2[C:21](=[C:22]([C:27]([NH2:29])=[O:28])[CH:23]=[CH:24][CH:25]=2)[N:20]=[CH:19][N:18]=1.C(N(CC)CC)C.CCOCC.